Dataset: Catalyst prediction with 721,799 reactions and 888 catalyst types from USPTO. Task: Predict which catalyst facilitates the given reaction. (1) Reactant: [NH2:1][C:2]1[O:6][C:5]([C:7]2[CH:12]=[CH:11][N:10]=[CH:9][C:8]=2[NH:13][C:14]2[CH:19]=[CH:18][C:17]([I:20])=[CH:16][C:15]=2[F:21])=[N:4][N:3]=1.[N:22]([CH2:25][C:26]([O:28][CH2:29][CH3:30])=[O:27])=[C:23]=[O:24].N(CC([O-])=O)=C=O. Product: [CH2:29]([O:28][C:26](=[O:27])[CH2:25][NH:22][C:23]([NH:1][C:2]1[O:6][C:5]([C:7]2[CH:12]=[CH:11][N:10]=[CH:9][C:8]=2[NH:13][C:14]2[CH:19]=[CH:18][C:17]([I:20])=[CH:16][C:15]=2[F:21])=[N:4][N:3]=1)=[O:24])[CH3:30]. The catalyst class is: 165. (2) The catalyst class is: 6. Product: [NH2:1][C:4]1[CH:17]=[CH:16][C:15]2[C:14](=[O:18])[C:13]3[C:8](=[CH:9][C:10]([NH2:19])=[CH:11][CH:12]=3)[C:7](=[O:22])[C:6]=2[CH:5]=1. Reactant: [N+:1]([C:4]1[CH:17]=[CH:16][C:15]2[C:14](=[O:18])[C:13]3[C:8](=[CH:9][C:10]([N+:19]([O-])=O)=[CH:11][CH:12]=3)[C:7](=[O:22])[C:6]=2[CH:5]=1)([O-])=O.C(O)C.[OH-].[Na+].O.O.O.O.O.O.O.O.O.[S-2].[Na+].[Na+].